This data is from Forward reaction prediction with 1.9M reactions from USPTO patents (1976-2016). The task is: Predict the product of the given reaction. (1) Given the reactants [F:1][C:2]1[CH:25]=[CH:24][CH:23]=[CH:22][C:3]=1[CH2:4][N:5]1[C:9]2=[N:10][CH:11]=[CH:12][CH:13]=[C:8]2[C:7]([C:14]2[N:19]=[C:18]([NH2:20])[C:17]([NH2:21])=[CH:16][N:15]=2)=[N:6]1.[F:26][CH:27]([F:36])[CH2:28][N:29]1[CH2:34][CH2:33][C:32](=O)[CH2:31][CH2:30]1, predict the reaction product. The product is: [F:26][CH:27]([F:36])[CH2:28][N:29]1[CH2:34][CH2:33][CH:32]([NH:21][C:17]2[C:18]([NH2:20])=[N:19][C:14]([C:7]3[C:8]4[C:9](=[N:10][CH:11]=[CH:12][CH:13]=4)[N:5]([CH2:4][C:3]4[CH:22]=[CH:23][CH:24]=[CH:25][C:2]=4[F:1])[N:6]=3)=[N:15][CH:16]=2)[CH2:31][CH2:30]1. (2) Given the reactants [CH2:1]([C:13]1[CH:17]=[CH:16][S:15][C:14]=1/[CH:18]=[CH:19]/[C:20]1[S:21][CH:22]=[CH:23][C:24]=1[CH2:25][CH2:26][CH2:27][CH2:28][CH2:29][CH2:30][CH2:31][CH2:32][CH2:33][CH2:34][CH2:35][CH3:36])[CH2:2][CH2:3][CH2:4][CH2:5][CH2:6][CH2:7][CH2:8][CH2:9][CH2:10][CH2:11][CH3:12].C([Li])CCC.[CH3:42][Sn:43](Cl)([CH3:45])[CH3:44].[NH4+].[Cl-], predict the reaction product. The product is: [CH2:25]([C:24]1[CH:23]=[C:22]([Sn:43]([CH3:45])([CH3:44])[CH3:42])[S:21][C:20]=1/[CH:19]=[CH:18]/[C:14]1[S:15][C:16]([Sn:43]([CH3:45])([CH3:44])[CH3:42])=[CH:17][C:13]=1[CH2:1][CH2:2][CH2:3][CH2:4][CH2:5][CH2:6][CH2:7][CH2:8][CH2:9][CH2:10][CH2:11][CH3:12])[CH2:26][CH2:27][CH2:28][CH2:29][CH2:30][CH2:31][CH2:32][CH2:33][CH2:34][CH2:35][CH3:36]. (3) Given the reactants [Cl:1][C:2]1[CH:7]=[C:6]([F:8])[CH:5]=[C:4]([Cl:9])[C:3]=1[NH2:10].[N:11]([O-])=O.[Na+].Cl[Sn]Cl, predict the reaction product. The product is: [ClH:1].[Cl:1][C:2]1[CH:7]=[C:6]([F:8])[CH:5]=[C:4]([Cl:9])[C:3]=1[NH:10][NH2:11].